From a dataset of TCR-epitope binding with 47,182 pairs between 192 epitopes and 23,139 TCRs. Binary Classification. Given a T-cell receptor sequence (or CDR3 region) and an epitope sequence, predict whether binding occurs between them. The epitope is VTIAEILLI. The TCR CDR3 sequence is CASSISGGSYEQYF. Result: 1 (the TCR binds to the epitope).